Dataset: Forward reaction prediction with 1.9M reactions from USPTO patents (1976-2016). Task: Predict the product of the given reaction. (1) Given the reactants [CH3:1][C:2]([C:4]1[CH:9]=[CH:8][C:7](F)=[CH:6][CH:5]=1)=[O:3].[CH3:11][N:12]1[CH2:17][CH2:16][NH:15][CH2:14][CH2:13]1, predict the reaction product. The product is: [CH3:11][N:12]1[CH2:17][CH2:16][N:15]([C:7]2[CH:8]=[CH:9][C:4]([C:2](=[O:3])[CH3:1])=[CH:5][CH:6]=2)[CH2:14][CH2:13]1. (2) Given the reactants [C:1]([O:5][C:6]([N:8]1[CH2:12][C@H:11]([OH:13])[CH2:10][C@H:9]1[C:14]([O:16][CH3:17])=[O:15])=[O:7])([CH3:4])([CH3:3])[CH3:2].CC(C)=O.O.S(=O)(=O)(O)O, predict the reaction product. The product is: [O:13]=[C:11]1[CH2:12][N:8]([C:6]([O:5][C:1]([CH3:2])([CH3:3])[CH3:4])=[O:7])[C@H:9]([C:14]([O:16][CH3:17])=[O:15])[CH2:10]1. (3) Given the reactants ClC1C=C(C=CC=1Cl)O[CH:6]1[CH2:11][CH2:10][N:9]([S:12]([C:15]2[C:16]([CH3:22])=[N:17][N:18](C)[C:19]=2[CH3:20])(=[O:14])=[O:13])[CH2:8][CH2:7]1.ClC1C=C(C=CC=1Cl)NCC1CCN(S(C2C(C)=NN(C)C=2C)(=O)=O)CC1.Cl.[Cl:55][C:56]1[CH:61]=[CH:60][C:59]([CH:62](C2CCNCC2)[C:63]#[N:64])=[CH:58][CH:57]=1, predict the reaction product. The product is: [Cl:55][C:56]1[CH:61]=[CH:60][C:59]([CH:62]([CH:6]2[CH2:7][CH2:8][N:9]([S:12]([C:15]3[C:19]([CH3:20])=[N:18][NH:17][C:16]=3[CH3:22])(=[O:13])=[O:14])[CH2:10][CH2:11]2)[C:63]#[N:64])=[CH:58][CH:57]=1. (4) The product is: [CH3:29][N:30]1[CH2:35][CH2:34][CH:33]([O:36][C:6]([C:8]2[CH:9]=[C:10]([C:18]3[N:19]=[C:20]([C:23]4[CH:28]=[CH:27][N:26]=[CH:25][CH:24]=4)[S:21][CH:22]=3)[C:11](=[O:17])[NH:12][C:13]=2[CH:14]([CH3:15])[CH3:16])=[O:7])[CH2:32][CH2:31]1. Given the reactants N1([C:6]([C:8]2[CH:9]=[C:10]([C:18]3[N:19]=[C:20]([C:23]4[CH:28]=[CH:27][N:26]=[CH:25][CH:24]=4)[S:21][CH:22]=3)[C:11](=[O:17])[NH:12][C:13]=2[CH:14]([CH3:16])[CH3:15])=[O:7])C=CN=C1.[CH3:29][N:30]1[CH2:35][CH2:34][CH:33]([OH:36])[CH2:32][CH2:31]1, predict the reaction product. (5) Given the reactants Cl.[Br:2][C:3]1[C:7]2[N:8]=[CH:9][N:10]=[C:11]([NH:12][NH2:13])[C:6]=2[S:5][CH:4]=1.[N:14]1[CH:19]=[CH:18][CH:17]=[C:16]([CH:20]=O)[CH:15]=1, predict the reaction product. The product is: [Br:2][C:3]1[C:7]2[N:8]=[CH:9][N:10]=[C:11]([NH:12][N:13]=[CH:20][C:16]3[CH:15]=[N:14][CH:19]=[CH:18][CH:17]=3)[C:6]=2[S:5][CH:4]=1. (6) Given the reactants [CH:1]1([O:6][C:7]2[C:12](B(O)O)=[CH:11][CH:10]=[CH:9][N:8]=2)[CH2:5][CH2:4][CH2:3][CH2:2]1.Br[C:17]1[CH:22]=[CH:21][C:20]([C:23]2[N:24]=[CH:25][C:26]([NH2:29])=[N:27][CH:28]=2)=[C:19]([F:30])[CH:18]=1, predict the reaction product. The product is: [CH:1]1([O:6][C:7]2[C:12]([C:17]3[CH:22]=[CH:21][C:20]([C:23]4[N:24]=[CH:25][C:26]([NH2:29])=[N:27][CH:28]=4)=[C:19]([F:30])[CH:18]=3)=[CH:11][CH:10]=[CH:9][N:8]=2)[CH2:5][CH2:4][CH2:3][CH2:2]1. (7) Given the reactants Cl[C:2]1[N:25]=[C:24]([CH3:26])[CH:23]=[CH:22][C:3]=1[C:4]([NH:6][C:7]1[CH:12]=[CH:11][C:10]([O:13][CH2:14][CH2:15][C:16]2[CH:21]=[CH:20][CH:19]=[CH:18][N:17]=2)=[CH:9][CH:8]=1)=[O:5].C(OCC)(=O)C.O.[CH3:34][NH:35][CH3:36].O1CCCC1, predict the reaction product. The product is: [CH3:34][N:35]([CH3:36])[C:2]1[N:25]=[C:24]([CH3:26])[CH:23]=[CH:22][C:3]=1[C:4]([NH:6][C:7]1[CH:12]=[CH:11][C:10]([O:13][CH2:14][CH2:15][C:16]2[CH:21]=[CH:20][CH:19]=[CH:18][N:17]=2)=[CH:9][CH:8]=1)=[O:5].